From a dataset of Full USPTO retrosynthesis dataset with 1.9M reactions from patents (1976-2016). Predict the reactants needed to synthesize the given product. (1) Given the product [OH:1][C@H:2]1[C@H:7]2[CH2:8][C@H:4]([C@@H:5]([C:9]([O:11][CH2:12][CH3:13])=[O:10])[N:6]2[C:14]([O:16][C:17]([CH3:20])([CH3:19])[CH3:18])=[O:15])[CH2:3]1, predict the reactants needed to synthesize it. The reactants are: [OH:1][C@H:2]1[C@H:7]2[CH2:8][C@H:4]([C@@H:5]([C:9]([O:11][CH2:12][CH3:13])=[O:10])[NH:6]2)[CH2:3]1.[C:14](O[C:14]([O:16][C:17]([CH3:20])([CH3:19])[CH3:18])=[O:15])([O:16][C:17]([CH3:20])([CH3:19])[CH3:18])=[O:15]. (2) The reactants are: S(Cl)([Cl:3])=O.[N:5]1[CH:10]=[CH:9][CH:8]=[C:7]([CH2:11][CH2:12][CH2:13][CH2:14][CH2:15][CH2:16][CH2:17]O)[CH:6]=1.C(=O)([O-])[O-].[K+].[K+]. Given the product [Cl:3][CH2:17][CH2:16][CH2:15][CH2:14][CH2:13][CH2:12][CH2:11][C:7]1[CH:6]=[N:5][CH:10]=[CH:9][CH:8]=1, predict the reactants needed to synthesize it. (3) Given the product [CH:21]1([C:24]([N:9]2[C:10]3[C:6](=[C:5]([C:12]4[O:16][CH:15]=[N:14][CH:13]=4)[CH:4]=[C:3]([C:2]([F:17])([F:1])[F:18])[CH:11]=3)[CH:7]=[CH:8]2)=[O:25])[CH2:23][CH2:22]1, predict the reactants needed to synthesize it. The reactants are: [F:1][C:2]([F:18])([F:17])[C:3]1[CH:11]=[C:10]2[C:6]([CH:7]=[CH:8][NH:9]2)=[C:5]([C:12]2[O:16][CH:15]=[N:14][CH:13]=2)[CH:4]=1.[H-].[Na+].[CH:21]1([C:24](Cl)=[O:25])[CH2:23][CH2:22]1.[Cl-].[NH4+]. (4) Given the product [N+:11]([C:9]1[CH:8]=[C:4]([CH:3]=[C:2]([C:17]2[CH:18]=[CH:19][N:14]=[CH:15][CH:16]=2)[CH:10]=1)[C:5]([O:7][CH3:23])=[O:6])([O-:13])=[O:12], predict the reactants needed to synthesize it. The reactants are: Br[C:2]1[CH:3]=[C:4]([CH:8]=[C:9]([N+:11]([O-:13])=[O:12])[CH:10]=1)[C:5]([OH:7])=[O:6].[N:14]1[CH:19]=[CH:18][C:17](B(O)O)=[CH:16][CH:15]=1.[C:23]([O-])([O-])=O.[Na+].[Na+].